From a dataset of Reaction yield outcomes from USPTO patents with 853,638 reactions. Predict the reaction yield, written as a fraction of the theoretical maximum amount of product (1.0 means a 100% yield; for example, 0.34 means a 34% yield). (1) The reactants are Cl[Si:2]1(Cl)[CH2:5][CH2:4][CH2:3]1.[NH:7]1[CH2:11][CH2:10][CH2:9][CH2:8]1. No catalyst specified. The product is [N:7]1([Si:2]2([N:7]3[CH2:11][CH2:10][CH2:9][CH2:8]3)[CH2:5][CH2:4][CH2:3]2)[CH2:11][CH2:10][CH2:9][CH2:8]1. The yield is 0.340. (2) The reactants are [C:1]1([NH:7][C:8]2[CH:13]=[C:12](Br)[CH:11]=[CH:10][C:9]=2[N+:15]([O-:17])=[O:16])[CH:6]=[CH:5][CH:4]=[CH:3][CH:2]=1.[C:18]([C:21]1[CH:22]=[C:23](B(O)O)[CH:24]=[CH:25][CH:26]=1)([OH:20])=[O:19].C([O-])([O-])=O.[K+].[K+]. The catalyst is C1(C)C=CC=CC=1.CCO.O.C(OCC)(=O)C. The product is [N+:15]([C:9]1[CH:10]=[CH:11][C:12]([C:25]2[CH:24]=[CH:23][CH:22]=[C:21]([C:18]([OH:20])=[O:19])[CH:26]=2)=[CH:13][C:8]=1[NH:7][C:1]1[CH:6]=[CH:5][CH:4]=[CH:3][CH:2]=1)([O-:17])=[O:16]. The yield is 0.840. (3) The reactants are [CH2:1]([N:8]([CH2:16][C@H:17]1[CH2:21][C@@H:20]([O:22][CH2:23][C:24]2[CH:29]=[CH:28][CH:27]=[CH:26][CH:25]=2)[CH2:19][N:18]1[C:30](OC(C)(C)C)=[O:31])[CH2:9][CH2:10]C(OCC)=O)[C:2]1[CH:7]=[CH:6][CH:5]=[CH:4][CH:3]=1.C(N(C[C@@H]1C[C@@H](OCC2C=CC=CC=2)CN1C(OC(C)(C)C)=O)CCC(OCC)=O)C1C=CC=CC=1.Cl.O1CCOCC1. The catalyst is CO. The product is [CH2:1]([N:8]1[CH2:9][CH2:10][C:30](=[O:31])[N:18]2[CH2:19][C@H:20]([O:22][CH2:23][C:24]3[CH:29]=[CH:28][CH:27]=[CH:26][CH:25]=3)[CH2:21][C@@H:17]2[CH2:16]1)[C:2]1[CH:7]=[CH:6][CH:5]=[CH:4][CH:3]=1. The yield is 0.350. (4) The reactants are C(=O)([O-])[O-].[K+].[K+].F[C:8]1[CH:20]=[CH:19][C:11]2[C:12](=[O:18])[N:13]([CH3:17])[CH2:14][CH2:15][O:16][C:10]=2[C:9]=1[F:21].[Si]([O:29][CH2:30][C@H:31]([CH3:49])[O:32][C:33]1[CH:34]=[C:35]([CH:45]=[C:46]([OH:48])[CH:47]=1)[C:36]([NH:38][C:39]1[CH:43]=[CH:42][N:41]([CH3:44])[N:40]=1)=[O:37])(C(C)(C)C)(C)C. The catalyst is CN1CCCC1=O. The product is [F:21][C:9]1[C:10]2[O:16][CH:15]([CH3:14])[N:13]([CH3:17])[C:12](=[O:18])[C:11]=2[CH:19]=[CH:20][C:8]=1[O:48][C:46]1[CH:45]=[C:35]([CH:34]=[C:33]([O:32][C@@H:31]([CH3:49])[CH2:30][OH:29])[CH:47]=1)[C:36]([NH:38][C:39]1[CH:43]=[CH:42][N:41]([CH3:44])[N:40]=1)=[O:37]. The yield is 0.330. (5) The reactants are [F:1][C:2]1[CH:19]=[CH:18][C:5]([C:6]([NH:8][C:9]2[CH:10]=[C:11]3[C:15](=[CH:16][CH:17]=2)[NH:14][N:13]=[CH:12]3)=[O:7])=[CH:4][CH:3]=1.C(=O)([O-])[O-].[Cs+].[Cs+]. The catalyst is CS(C)=O.O. The product is [NH2:8][C:9]1[CH:10]=[CH:11][C:15]([N:14]2[C:15]3[C:11](=[CH:10][C:9]([NH:8][C:6](=[O:7])[C:5]4[CH:18]=[CH:19][C:2]([F:1])=[CH:3][CH:4]=4)=[CH:17][CH:16]=3)[CH:12]=[N:13]2)=[CH:16][CH:17]=1. The yield is 0.670. (6) The reactants are [CH2:1]([NH2:19])[CH2:2][CH2:3][CH2:4][CH2:5][CH2:6][CH2:7][CH2:8][CH2:9][CH2:10][CH2:11][CH2:12][CH2:13][CH2:14][CH2:15][CH2:16][CH2:17][CH3:18].[S:20](N)([NH2:23])(=[O:22])=[O:21]. The catalyst is C1COCC1. The product is [CH2:1]([NH:19][S:20]([NH2:23])(=[O:22])=[O:21])[CH2:2][CH2:3][CH2:4][CH2:5][CH2:6][CH2:7][CH2:8][CH2:9][CH2:10][CH2:11][CH2:12][CH2:13][CH2:14][CH2:15][CH2:16][CH2:17][CH3:18]. The yield is 0.180.